This data is from Peptide-MHC class II binding affinity with 134,281 pairs from IEDB. The task is: Regression. Given a peptide amino acid sequence and an MHC pseudo amino acid sequence, predict their binding affinity value. This is MHC class II binding data. The peptide sequence is AFILSGDNLFPKV. The MHC is DRB1_0401 with pseudo-sequence DRB1_0401. The binding affinity (normalized) is 0.647.